Dataset: Catalyst prediction with 721,799 reactions and 888 catalyst types from USPTO. Task: Predict which catalyst facilitates the given reaction. (1) Reactant: Cl.[CH:2]([NH:5][NH2:6])([CH3:4])[CH3:3].[C:7](NN)([O:9][C:10]([CH3:13])([CH3:12])[CH3:11])=[O:8].S([O-])([O-])(=O)=O.[Mg+2]. Product: [CH3:3][C:2](=[N:5][NH:6][C:7]([O:9][C:10]([CH3:13])([CH3:12])[CH3:11])=[O:8])[CH3:4]. The catalyst class is: 21. (2) Reactant: [N+:1]([C:4]1[CH:12]=[C:11]2[C:7]([CH:8]=[C:9]([C:13]3[CH:18]=[CH:17][CH:16]=[CH:15][CH:14]=3)[NH:10]2)=[CH:6][CH:5]=1)([O-])=O.[Cl-].[NH4+]. Product: [C:13]1([C:9]2[NH:10][C:11]3[C:7]([CH:8]=2)=[CH:6][CH:5]=[C:4]([NH2:1])[CH:12]=3)[CH:14]=[CH:15][CH:16]=[CH:17][CH:18]=1. The catalyst class is: 190. (3) Reactant: Cl[C:2]1[N:13]=[CH:12][CH:11]=[CH:10][C:3]=1[C:4]([NH:6][CH2:7][C:8]#[CH:9])=[O:5].[Br:14][C:15]1[CH:21]=[CH:20][C:18]([NH2:19])=[CH:17][CH:16]=1. Product: [Br:14][C:15]1[CH:21]=[CH:20][C:18]([NH:19][C:2]2[N:13]=[CH:12][CH:11]=[CH:10][C:3]=2[C:4]([NH:6][CH2:7][C:8]#[CH:9])=[O:5])=[CH:17][CH:16]=1. The catalyst class is: 196. (4) Reactant: [CH:1]1([NH:7][C:8]([CH:10]2[CH2:15][CH2:14][N:13]([CH2:16][C:17]3[CH:22]=[CH:21][N:20]=[C:19](Cl)[CH:18]=3)[CH2:12][CH2:11]2)=[O:9])[CH2:6][CH2:5][CH2:4][CH2:3][CH2:2]1.[F:24][C:25]1[CH:33]=[CH:32][C:28]([C:29]([NH2:31])=[O:30])=[CH:27][CH:26]=1.C([O-])([O-])=O.[Cs+].[Cs+].C1(P(C2C=CC=CC=2)C2C3OC4C(=CC=CC=4P(C4C=CC=CC=4)C4C=CC=CC=4)C(C)(C)C=3C=CC=2)C=CC=CC=1. Product: [CH:1]1([NH:7][C:8]([CH:10]2[CH2:15][CH2:14][N:13]([CH2:16][C:17]3[CH:22]=[CH:21][N:20]=[C:19]([NH:31][C:29](=[O:30])[C:28]4[CH:32]=[CH:33][C:25]([F:24])=[CH:26][CH:27]=4)[CH:18]=3)[CH2:12][CH2:11]2)=[O:9])[CH2:6][CH2:5][CH2:4][CH2:3][CH2:2]1. The catalyst class is: 62. (5) Reactant: Br[C:2]1[C:3]([C:8]([F:11])([F:10])[F:9])=[N:4][CH:5]=[CH:6][CH:7]=1.[B:12]1([B:12]2[O:16][C:15]([CH3:18])([CH3:17])[C:14]([CH3:20])([CH3:19])[O:13]2)[O:16][C:15]([CH3:18])([CH3:17])[C:14]([CH3:20])([CH3:19])[O:13]1.C([O-])(=O)C.[K+]. Product: [CH3:19][C:14]1([CH3:20])[C:15]([CH3:18])([CH3:17])[O:16][B:12]([C:2]2[C:3]([C:8]([F:11])([F:10])[F:9])=[N:4][CH:5]=[CH:6][CH:7]=2)[O:13]1. The catalyst class is: 75. (6) Reactant: [Br:1][C:2]1[CH:3]=[C:4]2[CH2:10][CH2:9][NH:8][C:5]2=[N:6][CH:7]=1. Product: [Br:1][C:2]1[CH:3]=[C:4]2[CH:10]=[CH:9][NH:8][C:5]2=[N:6][CH:7]=1. The catalyst class is: 428.